Dataset: Full USPTO retrosynthesis dataset with 1.9M reactions from patents (1976-2016). Task: Predict the reactants needed to synthesize the given product. (1) The reactants are: [CH2:1]([C:8]1[O:9][C:10]2[CH:41]=[CH:40][CH:39]=[CH:38][C:11]=2[C:12]=1[C:13]1[CH:37]=[CH:36][C:16]([C:17]2[CH:22]=[CH:21][C:20]([C:23](=[O:35])[CH2:24][CH:25]3[C:30](=[O:31])[O:29][C:28]([CH3:33])([CH3:32])[O:27][C:26]3=[O:34])=[CH:19][CH:18]=2)=[CH:15][CH:14]=1)[C:2]1[CH:7]=[CH:6][CH:5]=[CH:4][CH:3]=1.[H-].[Na+].[CH2:44](Br)[C:45]1[CH:50]=[CH:49][CH:48]=[CH:47][CH:46]=1.O. Given the product [CH2:44]([C:25]1([CH2:24][C:23]([C:20]2[CH:19]=[CH:18][C:17]([C:16]3[CH:15]=[CH:14][C:13]([C:12]4[C:11]5[CH:38]=[CH:39][CH:40]=[CH:41][C:10]=5[O:9][C:8]=4[CH2:1][C:2]4[CH:3]=[CH:4][CH:5]=[CH:6][CH:7]=4)=[CH:37][CH:36]=3)=[CH:22][CH:21]=2)=[O:35])[C:30](=[O:31])[O:29][C:28]([CH3:33])([CH3:32])[O:27][C:26]1=[O:34])[C:45]1[CH:50]=[CH:49][CH:48]=[CH:47][CH:46]=1, predict the reactants needed to synthesize it. (2) Given the product [F:31][C:2]([F:1])([F:30])[C:3]1[CH:4]=[C:5]([C:13]2[C:14]3[N:15]([N:19]=[C:20]([NH:22][CH:23]4[CH2:28][CH2:27][N:26]([C:33]5[O:34][C:35]([CH3:38])=[N:36][N:37]=5)[CH2:25][CH:24]4[F:29])[N:21]=3)[CH:16]=[CH:17][CH:18]=2)[CH:6]=[C:7]([C:9]([F:10])([F:11])[F:12])[CH:8]=1, predict the reactants needed to synthesize it. The reactants are: [F:1][C:2]([F:31])([F:30])[C:3]1[CH:4]=[C:5]([C:13]2[C:14]3[N:15]([N:19]=[C:20]([NH:22][CH:23]4[CH2:28][CH2:27][NH:26][CH2:25][CH:24]4[F:29])[N:21]=3)[CH:16]=[CH:17][CH:18]=2)[CH:6]=[C:7]([C:9]([F:12])([F:11])[F:10])[CH:8]=1.Br[C:33]1[O:34][C:35]([CH3:38])=[N:36][N:37]=1.C(N(C(C)C)CC)(C)C. (3) The reactants are: [CH:1](=O)[CH3:2].[CH2:4]([Mg]Cl)[C:5]1[CH:10]=[CH:9][CH:8]=[CH:7][CH:6]=1.[CH3:13][NH2:14]. Given the product [CH3:13][NH:14][CH:1]([CH2:4][C:5]1[CH:10]=[CH:9][CH:8]=[CH:7][CH:6]=1)[CH3:2], predict the reactants needed to synthesize it. (4) Given the product [CH3:13][O:14][C:15]([C:17]1[S:21][N:20]=[C:19]([O:11][CH2:10][C:9]2[C:5]([CH2:1][CH2:2][CH2:3][CH3:4])=[N:6][O:7][C:8]=2[CH3:12])[CH:18]=1)=[O:16], predict the reactants needed to synthesize it. The reactants are: [CH2:1]([C:5]1[C:9]([CH2:10][OH:11])=[C:8]([CH3:12])[O:7][N:6]=1)[CH2:2][CH2:3][CH3:4].[CH3:13][O:14][C:15]([C:17]1[S:21][N:20]=[C:19](O)[CH:18]=1)=[O:16].C1(P(C2C=CC=CC=2)C2C=CC=CC=2)C=CC=CC=1.N(C(OCC)=O)=NC(OCC)=O. (5) Given the product [CH3:10][C:11]1[N:15]([C:16]2[CH:21]=[CH:20][C:19]([C:22]([F:25])([F:23])[F:24])=[CH:18][N:17]=2)[N:14]=[CH:13][C:12]=1[C:7]([NH2:6])=[O:8], predict the reactants needed to synthesize it. The reactants are: S(Cl)(Cl)=O.C[N:6](C)[CH:7]=[O:8].[CH3:10][C:11]1[N:15]([C:16]2[CH:21]=[CH:20][C:19]([C:22]([F:25])([F:24])[F:23])=[CH:18][N:17]=2)[N:14]=[CH:13][C:12]=1C(O)=O. (6) The reactants are: [CH3:1][S:2]([C:5]1[CH:10]=[CH:9][C:8]([C:11]2[N:16]=[CH:15][C:14]([C:17]3[O:18][C:19]([CH3:26])=[C:20]([CH2:22][C:23]([O-])=[O:24])[N:21]=3)=[CH:13][CH:12]=2)=[CH:7][CH:6]=1)(=[O:4])=[O:3].[Na+].[C:28](Cl)(=O)C(Cl)=O.CN(C)C=O.C[N:40]1[CH2:45][CH2:44]O[CH2:42][CH2:41]1. Given the product [CH3:1][S:2]([C:5]1[CH:10]=[CH:9][C:8]([C:11]2[N:16]=[CH:15][C:14]([C:17]3[O:18][C:19]([CH3:26])=[C:20]([CH2:22][C:23]([N:40]4[CH2:41][CH2:42][CH2:28][C@H:45]4[CH3:44])=[O:24])[N:21]=3)=[CH:13][CH:12]=2)=[CH:7][CH:6]=1)(=[O:3])=[O:4], predict the reactants needed to synthesize it.